Dataset: Reaction yield outcomes from USPTO patents with 853,638 reactions. Task: Predict the reaction yield, written as a fraction of the theoretical maximum amount of product (1.0 means a 100% yield; for example, 0.34 means a 34% yield). (1) The reactants are [CH2:1]([C@H:8]1[CH2:13][N:12]([C:14]2[CH:23]=[CH:22][C:21]([O:24][CH3:25])=[C:20]3[C:15]=2[CH:16]=[CH:17][C:18]([C:26]([F:29])([F:28])[F:27])=[N:19]3)[CH2:11][CH2:10][N:9]1[CH2:30][C:31](O)=[O:32])[C:2]1[CH:7]=[CH:6][CH:5]=[CH:4][CH:3]=1.[O:34]1[CH2:39][CH2:38][CH2:37][CH2:36][CH:35]1[O:40][NH2:41].C1CCC(N=C=NC2CCCCC2)CC1.CCOC(C)=O. The catalyst is C(Cl)Cl.CN(C1C=CN=CC=1)C. The product is [CH2:1]([C@H:8]1[CH2:13][N:12]([C:14]2[CH:23]=[CH:22][C:21]([O:24][CH3:25])=[C:20]3[C:15]=2[CH:16]=[CH:17][C:18]([C:26]([F:27])([F:29])[F:28])=[N:19]3)[CH2:11][CH2:10][N:9]1[CH2:30][C:31]([NH:41][O:40][CH:35]1[CH2:36][CH2:37][CH2:38][CH2:39][O:34]1)=[O:32])[C:2]1[CH:3]=[CH:4][CH:5]=[CH:6][CH:7]=1. The yield is 0.740. (2) The reactants are [C:1]([NH:9][C:10]1[CH:15]=[CH:14][C:13]([C:16]2[CH:24]=[C:23]3[C:19]([CH2:20][N:21]([C@@H:26]([CH:31]([CH3:33])[CH3:32])[C:27]([O:29][CH3:30])=[O:28])[C:22]3=[O:25])=[CH:18][CH:17]=2)=[CH:12][CH:11]=1)(=[O:8])[C:2]1[CH:7]=[CH:6][CH:5]=[CH:4][CH:3]=1.N[C:35]1[CH:40]=[CH:39][C:38]([C:35]2[CH:40]=[C:39]3[C:38](CN([C@@H](C(C)C)C(OC)=O)C3=O)=[CH:37][CH:36]=2)=[CH:37][CH:36]=1.C1(C2C=CC(C(Cl)=O)=CC=2)CCCCC1. No catalyst specified. The product is [CH:35]1([C:5]2[CH:4]=[CH:3][C:2]([C:1]([NH:9][C:10]3[CH:11]=[CH:12][C:13]([C:16]4[CH:24]=[C:23]5[C:19]([CH2:20][N:21]([C@@H:26]([CH:31]([CH3:33])[CH3:32])[C:27]([O:29][CH3:30])=[O:28])[C:22]5=[O:25])=[CH:18][CH:17]=4)=[CH:14][CH:15]=3)=[O:8])=[CH:7][CH:6]=2)[CH2:40][CH2:39][CH2:38][CH2:37][CH2:36]1. The yield is 0.650. (3) The reactants are F.F.F.C(N(CC)CC)C.C(N(CC)CC)C.[Si]([O:35][CH2:36][C@H:37]1[O:41][C@@H:40]([N:42]2[CH:49]=[C:48]([CH3:50])[C:46](=[O:47])[NH:45][C:43]2=[O:44])[C@H:39]([O:51][CH2:52][CH2:53][O:54][N:55]([CH3:57])[CH3:56])[C@@H:38]1[OH:58])(C(C)(C)C)(C1C=CC=CC=1)C1C=CC=CC=1.CO. The catalyst is C1COCC1.C(Cl)Cl. The product is [CH3:56][N:55]([CH3:57])[O:54][CH2:53][CH2:52][O:51][C@@H:39]1[C@H:38]([OH:58])[C@@H:37]([CH2:36][OH:35])[O:41][C@H:40]1[N:42]1[CH:49]=[C:48]([CH3:50])[C:46](=[O:47])[NH:45][C:43]1=[O:44]. The yield is 0.925. (4) The reactants are [CH3:1][C@H:2]([O:5][C:6]1[CH:15]=[CH:14][C:9]([C:10]([O:12]C)=[O:11])=[CH:8][CH:7]=1)[CH2:3][CH3:4].[OH-].[Na+]. The catalyst is CO. The product is [CH3:1][C@H:2]([O:5][C:6]1[CH:15]=[CH:14][C:9]([C:10]([OH:12])=[O:11])=[CH:8][CH:7]=1)[CH2:3][CH3:4]. The yield is 0.860. (5) The reactants are [Br:1][C:2]1[C:7]([CH3:8])=[CH:6][CH:5]=[CH:4][N+:3]=1[O-].[CH2:10]([N:12](CC)CC)C.[Si](C#N)(C)(C)C. The catalyst is C(#N)C. The product is [Br:1][C:2]1[N:3]=[C:4]([C:10]#[N:12])[CH:5]=[CH:6][C:7]=1[CH3:8]. The yield is 0.340. (6) The reactants are C([O:3][C:4]([C:6]1[CH:7]=[N:8][C:9]2[C:14]([C:15]=1[OH:16])=[CH:13][CH:12]=[CH:11][CH:10]=2)=[O:5])C. The catalyst is [OH-].[Na+]. The product is [O:16]=[C:15]1[C:14]2[C:9](=[CH:10][CH:11]=[CH:12][CH:13]=2)[NH:8][CH:7]=[C:6]1[C:4]([OH:5])=[O:3]. The yield is 0.920. (7) The reactants are [C:1](C1NC=NC=1C#N)#N.[CH:10]([C:12]1[NH:13][C:14]([C:19]#[N:20])=[C:15]([C:17]#[N:18])[N:16]=1)=[CH2:11].S(OC)(OC)(=O)=O. The catalyst is C1COCC1.CCOCC. The product is [CH3:1][N:16]1[C:15]([C:17]#[N:18])=[C:14]([C:19]#[N:20])[N:13]=[C:12]1[CH:10]=[CH2:11]. The yield is 0.524.